This data is from Forward reaction prediction with 1.9M reactions from USPTO patents (1976-2016). The task is: Predict the product of the given reaction. (1) Given the reactants [NH2:1][C:2]1[C:3]([C:17]([NH2:19])=[O:18])=[N:4][C:5]([C:9]2[CH:14]=[CH:13][C:12]([F:15])=[C:11](Br)[CH:10]=2)=[C:6]([F:8])[CH:7]=1.[C:20]([C@:22]1([OH:29])[CH2:26][CH2:25][N:24]([CH3:27])[C:23]1=[O:28])#[CH:21], predict the reaction product. The product is: [NH2:1][C:2]1[C:3]([C:17]([NH2:19])=[O:18])=[N:4][C:5]([C:9]2[CH:14]=[CH:13][C:12]([F:15])=[C:11]([C:21]#[C:20][C@:22]3([OH:29])[CH2:26][CH2:25][N:24]([CH3:27])[C:23]3=[O:28])[CH:10]=2)=[C:6]([F:8])[CH:7]=1. (2) Given the reactants ON1C2C=CC=CC=2N=N1.Cl.CN(C)CCCN=C=NCC.Cl.[CH3:24][O:25][CH:26]1[CH2:29][NH:28][CH2:27]1.[CH3:30][C:31]1[CH:32]=[CH:33][C:34]([C:37]2[N:41]([C:42]3[CH:43]=[N:44][CH:45]=[CH:46][CH:47]=3)[N:40]=[C:39]([C:48](O)=[O:49])[CH:38]=2)=[N:35][CH:36]=1, predict the reaction product. The product is: [CH3:30][C:31]1[CH:32]=[CH:33][C:34]([C:37]2[N:41]([C:42]3[CH:43]=[N:44][CH:45]=[CH:46][CH:47]=3)[N:40]=[C:39]([C:48]([N:28]3[CH2:29][CH:26]([O:25][CH3:24])[CH2:27]3)=[O:49])[CH:38]=2)=[N:35][CH:36]=1. (3) Given the reactants Br[C:2]1[CH:3]=[C:4]2[C:9](=[CH:10][CH:11]=1)[NH:8][C:7](=O)[C:6]([C:13]1[CH:18]=[CH:17][CH:16]=[CH:15][CH:14]=1)=[C:5]2O.[CH3:20][O:21][C:22]1[CH:27]=[CH:26][C:25]([C:28]([C:30]2[CH:31]=[N:32][CH:33]=[CH:34][CH:35]=2)=[O:29])=[CH:24][CH:23]=1.[Cl:36]C1C=C(C(C2C=NC=CC=2)=O)C=CC=1, predict the reaction product. The product is: [Cl:36][C:5]1[C:4]2[C:9](=[CH:10][CH:11]=[C:2]([C:28]([C:25]3[CH:24]=[CH:23][C:22]([O:21][CH3:20])=[CH:27][CH:26]=3)([C:30]3[CH:31]=[N:32][CH:33]=[CH:34][CH:35]=3)[OH:29])[CH:3]=2)[N:8]=[CH:7][C:6]=1[C:13]1[CH:18]=[CH:17][CH:16]=[CH:15][CH:14]=1. (4) Given the reactants [F:1][C:2]1[CH:7]=[CH:6][C:5]([C:8]2([C:18]#N)[CH2:17][CH2:16][C:11]3([O:15][CH2:14][CH2:13][O:12]3)[CH2:10][CH2:9]2)=[CH:4][CH:3]=1.[OH-:20].[K+].[OH2:22].Cl, predict the reaction product. The product is: [F:1][C:2]1[CH:7]=[CH:6][C:5]([C:8]2([C:18]([OH:22])=[O:20])[CH2:17][CH2:16][C:11]3([O:15][CH2:14][CH2:13][O:12]3)[CH2:10][CH2:9]2)=[CH:4][CH:3]=1. (5) Given the reactants Br[C:2]1[CH:7]=[CH:6][CH:5]=[CH:4][N:3]=1.[Li]CCCC.[Cl:13][C:14]1[CH:15]=[C:16]([CH:20]([C:22]2([C:26]#N)[CH2:25][CH2:24][CH2:23]2)C)[CH:17]=[CH:18][CH:19]=1.[OH:28]S(O)(=O)=O, predict the reaction product. The product is: [Cl:13][C:14]1[CH:15]=[C:16]([CH:17]=[CH:18][CH:19]=1)[CH2:20][C:22]1([C:26]([C:2]2[CH:7]=[CH:6][CH:5]=[CH:4][N:3]=2)=[O:28])[CH2:25][CH2:24][CH2:23]1. (6) Given the reactants [Br:1][C:2]1[CH:20]=[CH:19][C:5]([CH2:6][C@H:7]([C:16]([OH:18])=O)[NH:8][C:9]([O:11][C:12]([CH3:15])([CH3:14])[CH3:13])=[O:10])=[CH:4][CH:3]=1.CCN(C(C)C)C(C)C.CCOC(C(C#N)=NOC(N1CCOCC1)=[N+](C)C)=O.F[P-](F)(F)(F)(F)F.Cl.[CH3:58][O:59][C:60]1[CH:61]=[C:62]([C:68]2[C@@H:77]3[C@@H:72]([CH2:73][CH2:74][CH2:75][CH2:76]3)[C:71](=[O:78])[N:70]([CH:79]3[CH2:84][CH2:83][NH:82][CH2:81][CH2:80]3)[N:69]=2)[CH:63]=[CH:64][C:65]=1[O:66][CH3:67].C(=O)(O)[O-].[Na+], predict the reaction product. The product is: [Br:1][C:2]1[CH:3]=[CH:4][C:5]([CH2:6][C@@H:7]([NH:8][C:9](=[O:10])[O:11][C:12]([CH3:13])([CH3:14])[CH3:15])[C:16]([N:82]2[CH2:83][CH2:84][CH:79]([N:70]3[N:69]=[C:68]([C:62]4[CH:63]=[CH:64][C:65]([O:66][CH3:67])=[C:60]([O:59][CH3:58])[CH:61]=4)[C@@H:77]4[C@@H:72]([CH2:73][CH2:74][CH2:75][CH2:76]4)[C:71]3=[O:78])[CH2:80][CH2:81]2)=[O:18])=[CH:19][CH:20]=1.